From a dataset of Catalyst prediction with 721,799 reactions and 888 catalyst types from USPTO. Predict which catalyst facilitates the given reaction. (1) Reactant: [F:1][C:2]([F:15])([F:14])[S:3]([O:6]S(C(F)(F)F)(=O)=O)(=[O:5])=[O:4].O[CH2:17][C:18]1([C:24]([O:26][CH2:27][CH3:28])=[O:25])[CH2:23][CH2:22][CH2:21][CH2:20][O:19]1.N1C(C)=CC=CC=1C. Product: [F:1][C:2]([F:15])([F:14])[S:3]([O:6][CH2:17][C:18]1([C:24]([O:26][CH2:27][CH3:28])=[O:25])[CH2:23][CH2:22][CH2:21][CH2:20][O:19]1)(=[O:5])=[O:4]. The catalyst class is: 2. (2) Reactant: [F:1][C:2]1[CH:10]=[C:9]([F:11])[CH:8]=[CH:7][C:3]=1[C:4]([NH2:6])=[S:5].Br[CH2:13][C:14](=O)[C:15]([O:17][CH2:18][CH3:19])=[O:16]. Product: [CH2:18]([O:17][C:15]([C:14]1[N:6]=[C:4]([C:3]2[CH:7]=[CH:8][C:9]([F:11])=[CH:10][C:2]=2[F:1])[S:5][CH:13]=1)=[O:16])[CH3:19]. The catalyst class is: 8. (3) Reactant: [C:1]([O:5][C:6](=[O:24])[NH:7][C:8]1[CH:13]=[CH:12][C:11]([C:14]2[CH:19]=[CH:18][CH:17]=[CH:16][C:15]=2[CH3:20])=[CH:10][C:9]=1[N+:21]([O-])=O)([CH3:4])([CH3:3])[CH3:2]. Product: [C:1]([O:5][C:6](=[O:24])[NH:7][C:8]1[CH:13]=[CH:12][C:11]([C:14]2[CH:19]=[CH:18][CH:17]=[CH:16][C:15]=2[CH3:20])=[CH:10][C:9]=1[NH2:21])([CH3:4])([CH3:2])[CH3:3]. The catalyst class is: 181. (4) Reactant: [CH:1]1[CH:2]=[CH:3][C:4]2[C:13]([C:43]([NH:45][CH2:46][C:47]([F:50])([F:49])[F:48])=[O:44])([CH2:14][CH2:15][CH2:16][CH2:17][N:18]3[CH2:23][CH2:22][CH:21]([NH:24][C:25]([C:27]4[CH:28]=[CH:29][CH:30]=[CH:31][C:32]=4[C:33]4[CH:34]=[CH:35][C:36]([C:39]([F:42])([F:41])[F:40])=[CH:37][CH:38]=4)=[O:26])[CH2:20][CH2:19]3)[C:12]3[CH:11]=[CH:10][CH:9]=[CH:8][C:7]=3[C:5]=2[CH:6]=1.[CH3:51][S:52]([OH:55])(=[O:54])=[O:53]. Product: [CH3:51][S:52]([OH:55])(=[O:54])=[O:53].[CH:9]1[CH:10]=[CH:11][C:12]2[C:13]([C:43]([NH:45][CH2:46][C:47]([F:49])([F:48])[F:50])=[O:44])([CH2:14][CH2:15][CH2:16][CH2:17][N:18]3[CH2:23][CH2:22][CH:21]([NH:24][C:25]([C:27]4[CH:28]=[CH:29][CH:30]=[CH:31][C:32]=4[C:33]4[CH:34]=[CH:35][C:36]([C:39]([F:42])([F:40])[F:41])=[CH:37][CH:38]=4)=[O:26])[CH2:20][CH2:19]3)[C:4]3[CH:3]=[CH:2][CH:1]=[CH:6][C:5]=3[C:7]=2[CH:8]=1. The catalyst class is: 21. (5) Reactant: [Br:1][C:2]1[C:19]([O:20][CH3:21])=[CH:18][C:5]2[CH:6]=[CH:7][C:8]3[C:12]([C:4]=2[CH:3]=1)=[N:11][NH:10][C:9]=3[C:13]([O:15][CH2:16][CH3:17])=[O:14].CC(C)([O-])C.[Li+].[C:28]([NH:35][CH2:36][CH2:37][CH2:38]Br)([O:30][C:31]([CH3:34])([CH3:33])[CH3:32])=[O:29]. Product: [Br:1][C:2]1[C:19]([O:20][CH3:21])=[CH:18][C:5]2[CH:6]=[CH:7][C:8]3[C:12]([C:4]=2[CH:3]=1)=[N:11][N:10]([CH2:38][CH2:37][CH2:36][NH:35][C:28]([O:30][C:31]([CH3:32])([CH3:34])[CH3:33])=[O:29])[C:9]=3[C:13]([O:15][CH2:16][CH3:17])=[O:14]. The catalyst class is: 198. (6) Reactant: C(OC([N:8]([O:26]C(OC(C)(C)C)=O)[C:9]1([CH3:25])[C:13](=[O:14])[N:12]([C:15]2[CH:20]=[CH:19][CH:18]=[CH:17][CH:16]=2)[N:11]=[C:10]1[C:21]([CH3:24])([CH3:23])[CH3:22])=O)(C)(C)C. Product: [C:21]([C:10]1[C:9]([NH:8][OH:26])([CH3:25])[C:13](=[O:14])[N:12]([C:15]2[CH:20]=[CH:19][CH:18]=[CH:17][CH:16]=2)[N:11]=1)([CH3:22])([CH3:23])[CH3:24]. The catalyst class is: 13. (7) Reactant: C(OC([N:8]1[CH2:13][CH2:12][CH:11]([O:14][C:15]2[CH:24]=[C:23](O)[CH:22]=[C:21]3[C:16]=2[C:17]([NH:26][C:27]2[C:32]([Cl:33])=[CH:31][CH:30]=[C:29]4[O:34][CH2:35][O:36][C:28]=24)=[N:18][CH:19]=[N:20]3)[CH2:10][CH2:9]1)=O)(C)(C)C.C1(C)C=CC(S([O:46][CH2:47][C:48]([F:51])([F:50])[F:49])(=O)=O)=CC=1.C(=O)([O-])[O-].[K+].[K+]. Product: [Cl:33][C:32]1[C:27]([NH:26][C:17]2[C:16]3[C:21](=[CH:22][C:23]([O:46][CH2:47][C:48]([F:51])([F:50])[F:49])=[CH:24][C:15]=3[O:14][CH:11]3[CH2:10][CH2:9][NH:8][CH2:13][CH2:12]3)[N:20]=[CH:19][N:18]=2)=[C:28]2[O:36][CH2:35][O:34][C:29]2=[CH:30][CH:31]=1. The catalyst class is: 3.